Task: Predict the product of the given reaction.. Dataset: Forward reaction prediction with 1.9M reactions from USPTO patents (1976-2016) (1) Given the reactants Cl.[F:2][C:3]1[CH:8]=[CH:7][C:6]([CH:9]([C:16]2[CH:21]=[CH:20][C:19]([F:22])=[CH:18][CH:17]=2)[CH:10]2[CH2:14][NH:13][CH2:12][C:11]2=[O:15])=[CH:5][CH:4]=1.C(NCC)(C)C.[CH3:29][O:30][C:31]1[CH:38]=[CH:37][CH:36]=[CH:35][C:32]=1[CH2:33]O, predict the reaction product. The product is: [F:2][C:3]1[CH:8]=[CH:7][C:6]([CH:9]([C:16]2[CH:17]=[CH:18][C:19]([F:22])=[CH:20][CH:21]=2)[CH:10]2[CH2:14][N:13]([CH2:33][C:32]3[CH:35]=[CH:36][CH:37]=[CH:38][C:31]=3[O:30][CH3:29])[CH2:12][C:11]2=[O:15])=[CH:5][CH:4]=1. (2) Given the reactants Br[C:2]1[O:3][CH:4]=[CH:5][CH:6]=1.[C:7]1([C:13]#[CH:14])[CH:12]=[CH:11][CH:10]=[CH:9][CH:8]=1.N1CCC[C@H]1C(O)=O.C(=O)([O-])[O-].[Na+].[Na+].[N-:29]=[N+:30]=[N-:31].[Na+].O=C1O[C@H]([C@H](CO)O)C([O-])=C1O.[Na+], predict the reaction product. The product is: [O:3]1[CH:4]=[CH:5][CH:6]=[C:2]1[N:29]1[CH:14]=[C:13]([C:7]2[CH:12]=[CH:11][CH:10]=[CH:9][CH:8]=2)[N:31]=[N:30]1. (3) Given the reactants [H-].[Na+].[CH2:3]1[C:11]2[C:6](=[CH:7][CH:8]=[CH:9][CH:10]=2)[CH2:5][CH:4]1[OH:12].[CH2:13]([CH:15]1[O:17][CH2:16]1)Br, predict the reaction product. The product is: [O:17]1[CH2:16][CH:15]1[CH2:13][O:12][CH:4]1[CH2:5][C:6]2[C:11](=[CH:10][CH:9]=[CH:8][CH:7]=2)[CH2:3]1. (4) Given the reactants [OH:1][C:2]([CH3:36])([CH3:35])[CH2:3][C@@:4]1([C:29]2[CH:34]=[CH:33][CH:32]=[CH:31][CH:30]=2)[O:9][C:8](=[O:10])[N:7]([C@H:11]([C:14]2[CH:19]=[CH:18][C:17](B3OC(C)(C)C(C)(C)O3)=[CH:16][CH:15]=2)[CH2:12][CH3:13])[CH2:6][CH2:5]1.Br[C:38]1[CH:43]=[C:42]([CH3:44])[N+:41]([O-:45])=[C:40]([CH3:46])[CH:39]=1, predict the reaction product. The product is: [OH:1][C:2]([CH3:35])([CH3:36])[CH2:3][C@@:4]1([C:29]2[CH:34]=[CH:33][CH:32]=[CH:31][CH:30]=2)[O:9][C:8](=[O:10])[N:7]([C@H:11]([C:14]2[CH:15]=[CH:16][C:17]([C:38]3[CH:43]=[C:42]([CH3:44])[N+:41]([O-:45])=[C:40]([CH3:46])[CH:39]=3)=[CH:18][CH:19]=2)[CH2:12][CH3:13])[CH2:6][CH2:5]1.